This data is from Merck oncology drug combination screen with 23,052 pairs across 39 cell lines. The task is: Regression. Given two drug SMILES strings and cell line genomic features, predict the synergy score measuring deviation from expected non-interaction effect. (1) Drug 1: CN1C(=O)C=CC2(C)C3CCC4(C)C(NC(=O)OCC(F)(F)F)CCC4C3CCC12. Drug 2: C=CCn1c(=O)c2cnc(Nc3ccc(N4CCN(C)CC4)cc3)nc2n1-c1cccc(C(C)(C)O)n1. Cell line: A375. Synergy scores: synergy=7.26. (2) Drug 1: Nc1ccn(C2OC(CO)C(O)C2(F)F)c(=O)n1. Drug 2: CS(=O)(=O)CCNCc1ccc(-c2ccc3ncnc(Nc4ccc(OCc5cccc(F)c5)c(Cl)c4)c3c2)o1. Cell line: LOVO. Synergy scores: synergy=6.35.